Dataset: Full USPTO retrosynthesis dataset with 1.9M reactions from patents (1976-2016). Task: Predict the reactants needed to synthesize the given product. (1) Given the product [Cl:5][C:6]1[CH:14]=[C:13]2[C:9]([C:10]([NH:15][C:1](=[O:3])[CH3:2])=[N:11][NH:12]2)=[CH:8][CH:7]=1, predict the reactants needed to synthesize it. The reactants are: [C:1](Cl)(=[O:3])[CH3:2].[Cl:5][C:6]1[CH:14]=[C:13]2[C:9]([C:10]([NH2:15])=[N:11][NH:12]2)=[CH:8][CH:7]=1. (2) Given the product [Br:10][CH2:9][C:3]1[CH:4]=[CH:5][C:6]([I:8])=[CH:7][C:2]=1[F:1].[F:1][C:2]1[CH:7]=[C:6]([I:8])[CH:5]=[CH:4][C:3]=1[CH3:9], predict the reactants needed to synthesize it. The reactants are: [F:1][C:2]1[CH:7]=[C:6]([I:8])[CH:5]=[CH:4][C:3]=1[CH3:9].[Br:10]N1C(=O)CCC1=O.N(C(C)(C)C#N)=NC(C)(C)C#N. (3) Given the product [OH:29][C:24]1[CH:25]=[CH:26][CH:27]=[C:28]2[C:23]=1[CH2:22][CH2:21][N:20]2[C:16](=[O:18])[CH2:15][C:3]1[N:2]([CH3:1])[C:7](=[O:8])[CH:6]=[C:5]([N:9]2[CH2:10][CH2:11][O:12][CH2:13][CH2:14]2)[N:4]=1, predict the reactants needed to synthesize it. The reactants are: [CH3:1][N:2]1[C:7](=[O:8])[CH:6]=[C:5]([N:9]2[CH2:14][CH2:13][O:12][CH2:11][CH2:10]2)[N:4]=[C:3]1[CH2:15][C:16]([O-:18])=O.[Na+].[NH:20]1[C:28]2[CH:27]=[CH:26][CH:25]=[C:24]([OH:29])[C:23]=2[CH2:22][CH2:21]1.Cl.CN(C)CCCN=C=NCC. (4) Given the product [Cl:1][C:2]1[CH:3]=[C:4]([C:46]2[CH:47]=[CH:48][C:43]([C:42]([F:53])([F:52])[F:41])=[CH:44][CH:45]=2)[CH:5]=[C:6]([Cl:32])[C:7]=1[CH2:8][C@@H:9]1[CH2:13][CH2:12][N:11]([N:14]2[CH2:19][CH2:18][CH:17]([O:20][Si:21]([CH:22]([CH3:24])[CH3:23])([CH:25]([CH3:26])[CH3:27])[CH:28]([CH3:29])[CH3:30])[CH2:16][CH2:15]2)[C:10]1=[O:31], predict the reactants needed to synthesize it. The reactants are: [Cl:1][C:2]1[CH:3]=[C:4](OS(C(F)(F)F)(=O)=O)[CH:5]=[C:6]([Cl:32])[C:7]=1[CH2:8][C@@H:9]1[CH2:13][CH2:12][N:11]([N:14]2[CH2:19][CH2:18][CH:17]([O:20][Si:21]([CH:28]([CH3:30])[CH3:29])([CH:25]([CH3:27])[CH3:26])[CH:22]([CH3:24])[CH3:23])[CH2:16][CH2:15]2)[C:10]1=[O:31].[F:41][C:42]([F:53])([F:52])[C:43]1[CH:48]=[CH:47][C:46](B(O)O)=[CH:45][CH:44]=1.C(=O)([O-])[O-].[Na+].[Na+]. (5) Given the product [N+:8]([C:5]1[CH:6]=[CH:7][C:2]([C:12]2[C:13]([F:22])=[C:14]([F:21])[C:15]([F:20])=[C:16]([F:19])[C:17]=2[F:18])=[CH:3][CH:4]=1)([O-:10])=[O:9], predict the reactants needed to synthesize it. The reactants are: I[C:2]1[CH:7]=[CH:6][C:5]([N+:8]([O-:10])=[O:9])=[CH:4][CH:3]=1.Br[C:12]1[C:17]([F:18])=[C:16]([F:19])[C:15]([F:20])=[C:14]([F:21])[C:13]=1[F:22]. (6) Given the product [CH3:22][NH:23][CH2:2][C:3]1[CH:8]=[CH:7][C:6]([C:9]2[O:10][C:11]3[C:17]([C:18]([O:20][CH3:21])=[O:19])=[CH:16][CH:15]=[CH:14][C:12]=3[N:13]=2)=[CH:5][CH:4]=1, predict the reactants needed to synthesize it. The reactants are: Br[CH2:2][C:3]1[CH:8]=[CH:7][C:6]([C:9]2[O:10][C:11]3[C:17]([C:18]([O:20][CH3:21])=[O:19])=[CH:16][CH:15]=[CH:14][C:12]=3[N:13]=2)=[CH:5][CH:4]=1.[CH3:22][NH2:23]. (7) Given the product [CH2:30]([C:14]1[CH:13]=[C:12]([CH:17]=[CH:16][C:15]=1[N:18]([CH3:29])[C:19]1[N:24]=[CH:23][C:22]2[N:25]=[CH:26][N:27]([CH3:28])[C:21]=2[CH:20]=1)[C:11]([NH:10][CH:8]1[CH2:9][N:6]([S:2]([CH3:1])(=[O:4])=[O:3])[CH2:7]1)=[O:32])[CH3:31], predict the reactants needed to synthesize it. The reactants are: [CH3:1][S:2](Cl)(=[O:4])=[O:3].[NH:6]1[CH2:9][CH:8]([NH:10][C:11](=[O:32])[C:12]2[CH:17]=[CH:16][C:15]([N:18]([CH3:29])[C:19]3[N:24]=[CH:23][C:22]4[N:25]=[CH:26][N:27]([CH3:28])[C:21]=4[CH:20]=3)=[C:14]([CH2:30][CH3:31])[CH:13]=2)[CH2:7]1.C(N(CC)CC)C. (8) Given the product [C:27]([C:12]1[C:13]2[NH:14][C:15]3[CH:16]=[C:17]([C:23]([O:25][CH3:26])=[O:24])[CH:18]=[CH:19][C:20]=3[C:21]=2[N:22]=[C:10]([C:4]2[CH:5]=[CH:6][C:7]([O:8][CH3:9])=[C:2]([F:1])[CH:3]=2)[CH:11]=1)(=[O:29])[NH2:38], predict the reactants needed to synthesize it. The reactants are: [F:1][C:2]1[CH:3]=[C:4]([C:10]2[CH:11]=[C:12]([C:27]([O:29]C)=O)[C:13]3[NH:14][C:15]4[CH:16]=[C:17]([C:23]([O:25][CH3:26])=[O:24])[CH:18]=[CH:19][C:20]=4[C:21]=3[N:22]=2)[CH:5]=[CH:6][C:7]=1[O:8][CH3:9].[OH-].[Na+].Cl.[Cl-].[NH4+].Cl.C[N:38](C)CCCN=C=NCC.O.ON1C2C=CC=CC=2N=N1.C(N(CC)CC)C. (9) Given the product [NH2:1][C:2]1[CH:7]=[CH:6][C:5]([C:8]2[CH:13]=[CH:12][CH:11]=[CH:10][CH:9]=2)=[CH:4][CH:3]=1, predict the reactants needed to synthesize it. The reactants are: [NH2:1][C:2]1[CH:7]=[CH:6][CH:5]=[CH:4][CH:3]=1.[C:8]1(Br)[CH:13]=[CH:12][CH:11]=[CH:10][CH:9]=1.[Mg].BrN1C(=O)CCC1=O.O.